From a dataset of Catalyst prediction with 721,799 reactions and 888 catalyst types from USPTO. Predict which catalyst facilitates the given reaction. (1) Reactant: S([O-])([O-])(=O)=O.[Na+].[Na+].Cl[C:9](Cl)(Cl)[CH:10]([OH:12])O.Cl.NO.[Br:18][C:19]1[CH:20]=[CH:21][C:22]2[CH2:28][CH2:27][CH2:26][CH2:25][NH:24][C:23]=2[CH:29]=1.[OH2:30]. Product: [Br:18][C:19]1[C:29]2[C:9](=[O:30])[C:10](=[O:12])[CH:21]=[C:22]3[CH2:28][CH2:27][CH2:26][CH2:25][N:24]([C:23]=23)[CH:20]=1. The catalyst class is: 361. (2) Reactant: C(Cl)(=O)C(Cl)=O.CS(C)=O.[CH3:11][O:12][N:13]1[CH2:18][CH2:17][CH:16]([CH2:19][CH2:20][OH:21])[CH2:15][CH2:14]1.C(N(CC)CC)C. Product: [CH3:11][O:12][N:13]1[CH2:18][CH2:17][CH:16]([CH2:19][CH:20]=[O:21])[CH2:15][CH2:14]1. The catalyst class is: 2. (3) Reactant: [N+:1]([C:4]1[CH:11]=[CH:10][CH:9]=[CH:8][C:5]=1[CH:6]=O)([O-:3])=[O:2].[NH2:12][CH2:13][CH2:14][CH:15]([CH3:18])[CH2:16][OH:17].[BH4-].[Na+].Cl. Product: [CH3:18][CH:15]([CH2:14][CH2:13][NH:12][CH2:6][C:5]1[CH:8]=[CH:9][CH:10]=[CH:11][C:4]=1[N+:1]([O-:3])=[O:2])[CH2:16][OH:17]. The catalyst class is: 11. (4) Reactant: [C:1](Cl)(=[O:5])[C:2]([CH3:4])=[CH2:3].Cl.[NH2:8][C@H:9]([C:14]([NH2:16])=[O:15])[CH2:10][C:11](=[O:13])[NH2:12].C(OCC)C.C(=O)([O-])[O-].[K+].[K+]. Product: [C:1]([NH:16][C:14](=[O:15])[C@H:9]([CH2:10][C:11](=[O:13])[NH2:12])[NH2:8])(=[O:5])[C:2]([CH3:4])=[CH2:3]. The catalyst class is: 24. (5) Reactant: [F:1][C:2]1[CH:3]=[C:4]2[C:9](=[CH:10][CH:11]=1)[N:8]=[C:7]([C:12]1[CH:17]=[C:16]([O:18][CH3:19])[C:15]([O:20][CH3:21])=[C:14]([O:22][CH3:23])[CH:13]=1)[N:6]=[C:5]2O.[Cl:25]CCl.C(Cl)(C(Cl)=O)=O. Product: [Cl:25][C:5]1[C:4]2[C:9](=[CH:10][CH:11]=[C:2]([F:1])[CH:3]=2)[N:8]=[C:7]([C:12]2[CH:17]=[C:16]([O:18][CH3:19])[C:15]([O:20][CH3:21])=[C:14]([O:22][CH3:23])[CH:13]=2)[N:6]=1. The catalyst class is: 9. (6) Reactant: [Cl:1][C:2]1[CH:10]=[C:9]2[C:5]([CH:6]([C:12]3[CH:17]=[CH:16][CH:15]=[C:14]([O:18][CH3:19])[CH:13]=3)[C:7](=[O:11])[NH:8]2)=[CH:4][CH:3]=1.[Cl:20][C:21]1[CH:28]=[CH:27][C:24]([CH2:25]Br)=[CH:23][CH:22]=1.[I-].[K+].C(=O)([O-])[O-].[K+].[K+]. Product: [Cl:1][C:2]1[CH:10]=[C:9]2[C:5]([C:6]([CH2:25][C:24]3[CH:27]=[CH:28][C:21]([Cl:20])=[CH:22][CH:23]=3)([C:12]3[CH:17]=[CH:16][CH:15]=[C:14]([O:18][CH3:19])[CH:13]=3)[C:7](=[O:11])[NH:8]2)=[CH:4][CH:3]=1. The catalyst class is: 372.